From a dataset of Reaction yield outcomes from USPTO patents with 853,638 reactions. Predict the reaction yield, written as a fraction of the theoretical maximum amount of product (1.0 means a 100% yield; for example, 0.34 means a 34% yield). (1) The reactants are [Cl:1][C:2]1[N:7]=[C:6]2[NH:8][N:9]=[C:10]([C:11]([O:13][CH3:14])=[O:12])[C:5]2=[CH:4][CH:3]=1.[Br:15][C:16]1[CH:17]=[C:18](B(O)O)[CH:19]=[CH:20][CH:21]=1. No catalyst specified. The product is [Br:15][C:16]1[CH:21]=[C:20]([N:8]2[C:6]3=[N:7][C:2]([Cl:1])=[CH:3][CH:4]=[C:5]3[C:10]([C:11]([O:13][CH3:14])=[O:12])=[N:9]2)[CH:19]=[CH:18][CH:17]=1. The yield is 0.630. (2) The reactants are [CH2:1]([O:7][C:8]1[C:9]([NH:21][C:22]2[CH:32]=[CH:31][C:25]([C:26]([O:28][CH2:29][CH3:30])=[O:27])=[CH:24][CH:23]=2)=[CH:10][C:11]2[C:12]([CH3:20])=[CH:13][CH2:14][C:15]([CH3:19])([CH3:18])[C:16]=2[CH:17]=1)[CH2:2][CH2:3][CH2:4][CH2:5][CH3:6].[CH:33](=O)[CH2:34][CH3:35]. No catalyst specified. The product is [CH2:1]([O:7][C:8]1[C:9]([N:21]([CH2:33][CH2:34][CH3:35])[C:22]2[CH:23]=[CH:24][C:25]([C:26]([O:28][CH2:29][CH3:30])=[O:27])=[CH:31][CH:32]=2)=[CH:10][C:11]2[C:12]([CH3:20])=[CH:13][CH2:14][C:15]([CH3:19])([CH3:18])[C:16]=2[CH:17]=1)[CH2:2][CH2:3][CH2:4][CH2:5][CH3:6]. The yield is 1.00.